From a dataset of TCR-epitope binding with 47,182 pairs between 192 epitopes and 23,139 TCRs. Binary Classification. Given a T-cell receptor sequence (or CDR3 region) and an epitope sequence, predict whether binding occurs between them. (1) The epitope is LPPIVAKEI. The TCR CDR3 sequence is CASSSRDGQEQYF. Result: 1 (the TCR binds to the epitope). (2) The epitope is MMISAGFSL. The TCR CDR3 sequence is CASGYAGANVLTF. Result: 0 (the TCR does not bind to the epitope). (3) The epitope is TEKSNIIRGW. The TCR CDR3 sequence is CASRVEVAQYF. Result: 0 (the TCR does not bind to the epitope).